Dataset: Catalyst prediction with 721,799 reactions and 888 catalyst types from USPTO. Task: Predict which catalyst facilitates the given reaction. (1) Reactant: [C:1]([O:5]C)(=[O:4])[CH2:2][SH:3].C[O-].[Na+].Cl[C:11]1[N:15]([CH:16]2[CH2:21][CH2:20][CH2:19][CH2:18][CH2:17]2)[C:14]([C:22]2[CH:27]=[CH:26][CH:25]=[CH:24][CH:23]=2)=[N:13][C:12]=1[C:28](=O)[CH3:29].[OH-].[Na+]. The catalyst class is: 5. Product: [CH:16]1([N:15]2[C:11]3[S:3][C:2]([C:1]([OH:5])=[O:4])=[C:28]([CH3:29])[C:12]=3[N:13]=[C:14]2[C:22]2[CH:23]=[CH:24][CH:25]=[CH:26][CH:27]=2)[CH2:17][CH2:18][CH2:19][CH2:20][CH2:21]1. (2) Reactant: [H-].[Na+].[CH3:3][N:4]1[CH2:8][CH2:7][CH2:6][C@H:5]1[CH2:9][OH:10].[CH:11]([CH:14]1[C:19]2[N:20]=[CH:21][NH:22][C:18]=2[CH2:17][CH2:16][N:15]1[C:23](OCC(Cl)(Cl)Cl)=[O:24])([CH3:13])[CH3:12]. Product: [CH:11]([CH:14]1[C:19]2[N:20]=[CH:21][NH:22][C:18]=2[CH2:17][CH2:16][N:15]1[C:23]([O:10][CH2:9][C@@H:5]1[CH2:6][CH2:7][CH2:8][N:4]1[CH3:3])=[O:24])([CH3:13])[CH3:12]. The catalyst class is: 1. (3) Reactant: [NH2:1][C:2]1[CH:3]=[C:4]([CH:9]=[CH:10][C:11]=1[NH2:12])[C:5]([O:7][CH3:8])=[O:6].Cl.[CH2:14]([O:16][C:17](=[O:24])[CH2:18][C:19](OCC)=N)[CH3:15]. Product: [CH3:8][O:7][C:5]([C:4]1[CH:9]=[CH:10][C:11]2[N:12]=[C:19]([CH2:18][C:17]([O:16][CH2:14][CH3:15])=[O:24])[NH:1][C:2]=2[CH:3]=1)=[O:6]. The catalyst class is: 14. (4) Reactant: [CH2:1]([O:8][C:9]1[CH:14]=[CH:13][C:12]([Br:15])=[C:11](F)[CH:10]=1)[C:2]1[CH:7]=[CH:6][CH:5]=[CH:4][CH:3]=1.[N:17]1[CH:22]=[CH:21][CH:20]=[C:19]([CH2:23][OH:24])[CH:18]=1.[CH2:25](Br)[C:26]1[CH:31]=[CH:30][CH:29]=[CH:28][CH:27]=1.[Br-].[NH+]1C=CC=CC=1.[BH4-].[Na+]. Product: [CH2:25]([N:17]1[CH2:18][C:19]([CH2:23][O:24][C:11]2[CH:10]=[C:9]([O:8][CH2:1][C:2]3[CH:7]=[CH:6][CH:5]=[CH:4][CH:3]=3)[CH:14]=[CH:13][C:12]=2[Br:15])=[CH:20][CH2:21][CH2:22]1)[C:26]1[CH:31]=[CH:30][CH:29]=[CH:28][CH:27]=1. The catalyst class is: 37. (5) Reactant: [C:1]1([N:11]2[C:15](=[S:16])[N:14]=[N:13][NH:12]2)[C:10]2[C:5](=[CH:6][CH:7]=[CH:8][CH:9]=2)[CH:4]=[CH:3][CH:2]=1.[Cl:17][C:18]1[CH:23]=[CH:22][CH:21]=[CH:20][C:19]=1[CH2:24][CH:25]1[O:27][CH2:26]1.CCN(CC)CC. Product: [Cl:17][C:18]1[CH:23]=[CH:22][CH:21]=[CH:20][C:19]=1[CH2:24][CH:25]([OH:27])[CH2:26][S:16][C:15]1[N:11]([C:1]2[C:10]3[C:5](=[CH:6][CH:7]=[CH:8][CH:9]=3)[CH:4]=[CH:3][CH:2]=2)[N:12]=[N:13][N:14]=1. The catalyst class is: 5. (6) Reactant: Br[C:2]1[CH:7]=[CH:6][CH:5]=[C:4]([Br:8])[N:3]=1.[CH:9]1(B(O)O)[CH2:11][CH2:10]1.N#N. Product: [Br:8][C:4]1[CH:5]=[CH:6][CH:7]=[C:2]([CH:9]2[CH2:11][CH2:10]2)[N:3]=1. The catalyst class is: 77. (7) Reactant: [CH2:1]([C:3]1[N:7]([CH2:8][C:9]2[CH:14]=[CH:13][C:12]([F:15])=[CH:11][CH:10]=2)[C:6]([CH2:16][N:17]([CH2:25][C:26]2[CH:31]=[C:30]([CH:32]=[O:33])[CH:29]=[C:28]([CH3:34])[N:27]=2)[C:18](=[O:24])[O:19][C:20]([CH3:23])([CH3:22])[CH3:21])=[N:5][CH:4]=1)[CH3:2].[NH2:35][CH2:36][C:37]1([CH2:40]O)[CH2:39][CH2:38]1. The catalyst class is: 26. Product: [CH2:1]([C:3]1[N:7]([CH2:8][C:9]2[CH:14]=[CH:13][C:12]([F:15])=[CH:11][CH:10]=2)[C:6]([CH2:16][N:17]([CH2:25][C:26]2[CH:31]=[C:30]([CH:32]3[NH:35][CH2:36][C:37]4([CH2:39][CH2:38]4)[CH2:40][O:33]3)[CH:29]=[C:28]([CH3:34])[N:27]=2)[C:18](=[O:24])[O:19][C:20]([CH3:22])([CH3:23])[CH3:21])=[N:5][CH:4]=1)[CH3:2]. (8) Reactant: [C:1]([C:5]1[CH:10]=[CH:9][C:8]([S:11]([N:14]([C:18]2[CH:22]=[CH:21][S:20][C:19]=2[C:23]([O:25][CH3:26])=[O:24])COC)(=[O:13])=[O:12])=[C:7]([C:27]#[N:28])[CH:6]=1)([CH3:4])([CH3:3])[CH3:2].Cl. Product: [C:1]([C:5]1[CH:10]=[CH:9][C:8]([S:11]([NH:14][C:18]2[CH:22]=[CH:21][S:20][C:19]=2[C:23]([O:25][CH3:26])=[O:24])(=[O:13])=[O:12])=[C:7]([C:27]#[N:28])[CH:6]=1)([CH3:4])([CH3:2])[CH3:3]. The catalyst class is: 7.